Task: Binary Classification. Given a drug SMILES string, predict its activity (active/inactive) in a high-throughput screening assay against a specified biological target.. Dataset: Choline transporter screen with 302,306 compounds The compound is S(c1nc(nc2n(c(=O)n(c(=O)c12)C)C)C)Cc1oc(cc1)C(OC)=O. The result is 0 (inactive).